Predict the reactants needed to synthesize the given product. From a dataset of Full USPTO retrosynthesis dataset with 1.9M reactions from patents (1976-2016). (1) Given the product [CH3:1][O:2][CH2:3][CH2:4][N:5]1[C:13]2[C:8](=[CH:9][C:10]([NH2:14])=[CH:11][CH:12]=2)[CH2:7][CH2:6]1, predict the reactants needed to synthesize it. The reactants are: [CH3:1][O:2][CH2:3][CH2:4][N:5]1[C:13]2[C:8](=[CH:9][C:10]([N+:14]([O-])=O)=[CH:11][CH:12]=2)[CH2:7][CH2:6]1. (2) Given the product [C:41]1([CH2:40][C@H:39]([NH:47][C:15]([C:13]2[N:12]=[N:11][N:10]([CH2:9][CH2:8][NH:7][C:5](=[O:6])[C:4]3[CH:18]=[CH:19][C:20]([O:24][CH3:25])=[C:21]([O:22][CH3:23])[C:3]=3[O:2][CH3:1])[CH:14]=2)=[O:17])[B:26]2[O:27][C@H:28]3[C@:33]([CH3:35])([C@H:32]4[CH2:31][C@@H:30]([CH2:29]3)[C:36]4([CH3:37])[CH3:38])[O:34]2)[CH:46]=[CH:45][CH:44]=[CH:43][CH:42]=1, predict the reactants needed to synthesize it. The reactants are: [CH3:1][O:2][C:3]1[C:21]([O:22][CH3:23])=[C:20]([O:24][CH3:25])[CH:19]=[CH:18][C:4]=1[C:5]([NH:7][CH2:8][CH2:9][N:10]1[CH:14]=[C:13]([C:15]([OH:17])=O)[N:12]=[N:11]1)=[O:6].[B:26]1([C@@H:39]([NH2:47])[CH2:40][C:41]2[CH:46]=[CH:45][CH:44]=[CH:43][CH:42]=2)[O:34][C@:33]2([CH3:35])[C@@H:28]([CH2:29][C@H:30]3[C:36]([CH3:38])([CH3:37])[C@@H:32]2[CH2:31]3)[O:27]1.Cl.C(N(CC)C(C)C)(C)C.CN(C(ON1N=NC2C=CC=NC1=2)=[N+](C)C)C.F[P-](F)(F)(F)(F)F. (3) Given the product [NH2:16][C@H:15]([CH2:19][OH:18])[CH2:14][C:13]1[CH:12]=[CH:11][C:10]([NH:9][C:1](=[O:8])[C:2]2[CH:3]=[CH:4][CH:5]=[CH:6][CH:7]=2)=[CH:30][CH:29]=1, predict the reactants needed to synthesize it. The reactants are: [C:1]([NH:9][C:10]1[CH:30]=[CH:29][C:13]([CH2:14][C@H:15]2[CH2:19][O:18]C(C)(C)[N:16]2C(OC(C)(C)C)=O)=[CH:12][CH:11]=1)(=[O:8])[C:2]1[CH:7]=[CH:6][CH:5]=[CH:4][CH:3]=1.Cl.